From a dataset of Forward reaction prediction with 1.9M reactions from USPTO patents (1976-2016). Predict the product of the given reaction. The product is: [Cl:11][C:9]1[CH:8]=[CH:7][N:6]2[C:2]([C:20]3[CH:21]=[CH:22][C:23]([CH2:26][C:27]([NH:29][C:30]4[CH:35]=[CH:34][CH:33]=[C:32]([C:36]([F:37])([F:38])[F:39])[CH:31]=4)=[O:28])=[CH:24][CH:25]=3)=[CH:3][N:4]=[C:5]2[CH:10]=1. Given the reactants I[C:2]1[N:6]2[CH:7]=[CH:8][C:9]([Cl:11])=[CH:10][C:5]2=[N:4][CH:3]=1.CC1(C)C(C)(C)OB([C:20]2[CH:25]=[CH:24][C:23]([CH2:26][C:27]([NH:29][C:30]3[CH:35]=[CH:34][CH:33]=[C:32]([C:36]([F:39])([F:38])[F:37])[CH:31]=3)=[O:28])=[CH:22][CH:21]=2)O1, predict the reaction product.